This data is from Catalyst prediction with 721,799 reactions and 888 catalyst types from USPTO. The task is: Predict which catalyst facilitates the given reaction. (1) The catalyst class is: 68. Reactant: [I:1][C:2]1[CH:3]=[C:4]2[C:9](=[CH:10][CH:11]=1)[N:8]=[CH:7][N:6]=[C:5]2O.CCN(C(C)C)C(C)C.O=P(Cl)(Cl)[Cl:24]. Product: [Cl:24][C:5]1[C:4]2[C:9](=[CH:10][CH:11]=[C:2]([I:1])[CH:3]=2)[N:8]=[CH:7][N:6]=1. (2) Reactant: [Br:1][C:2]1[CH:30]=[CH:29][C:5]([CH2:6][C@@H:7]([C:26](O)=[O:27])[NH:8][C:9]([C@H:11]2[CH2:16][CH2:15][C@H:14]([CH2:17][NH:18][C:19]([O:21][C:22]([CH3:25])([CH3:24])[CH3:23])=[O:20])[CH2:13][CH2:12]2)=[O:10])=[CH:4][CH:3]=1.[NH2:31][C:32]1[CH:37]=[CH:36][C:35]([C:38]2[NH:42][N:41]=[C:40]([C:43]([F:52])([F:51])[C:44]([F:50])([F:49])[C:45]([O:47][CH3:48])=[O:46])[N:39]=2)=[CH:34][CH:33]=1.C(P1(=O)OP(=O)(CCC)OP(=O)(CCC)O1)CC.O. Product: [Br:1][C:2]1[CH:30]=[CH:29][C:5]([CH2:6][C@@H:7]([C:26]([NH:31][C:32]2[CH:33]=[CH:34][C:35]([C:38]3[NH:42][N:41]=[C:40]([C:43]([F:52])([F:51])[C:44]([F:50])([F:49])[C:45]([O:47][CH3:48])=[O:46])[N:39]=3)=[CH:36][CH:37]=2)=[O:27])[NH:8][C:9]([C@H:11]2[CH2:12][CH2:13][C@H:14]([CH2:17][NH:18][C:19]([O:21][C:22]([CH3:25])([CH3:24])[CH3:23])=[O:20])[CH2:15][CH2:16]2)=[O:10])=[CH:4][CH:3]=1. The catalyst class is: 17. (3) Reactant: [N:1]1[CH:6]=[CH:5][CH:4]=[CH:3][C:2]=1[C@@H:7]([NH:18]C(=O)OC(C)(C)C)[C:8]1[CH:13]=[CH:12][C:11]([C:14]([F:17])([F:16])[F:15])=[CH:10][CH:9]=1.[C:26]([OH:32])([C:28]([F:31])([F:30])[F:29])=[O:27]. Product: [F:29][C:28]([F:31])([F:30])[C:26]([OH:32])=[O:27].[F:29][C:28]([F:31])([F:30])[C:26]([OH:32])=[O:27].[N:1]1[CH:6]=[CH:5][CH:4]=[CH:3][C:2]=1[C@H:7]([C:8]1[CH:13]=[CH:12][C:11]([C:14]([F:15])([F:16])[F:17])=[CH:10][CH:9]=1)[NH2:18]. The catalyst class is: 2. (4) Reactant: [NH2:1][C:2]1[CH:10]=[CH:9][C:8]([I:11])=[CH:7][C:3]=1[C:4](O)=[O:5].[CH:12]([NH2:14])=O. Product: [I:11][C:8]1[CH:7]=[C:3]2[C:2](=[CH:10][CH:9]=1)[N:1]=[CH:12][NH:14][C:4]2=[O:5]. The catalyst class is: 6. (5) Reactant: Br[C:2]1[CH:10]=[CH:9][CH:8]=[C:7]2[C:3]=1[CH:4]=[N:5][N:6]2[C:11]1[CH:16]=[CH:15][CH:14]=[CH:13][C:12]=1[F:17].[C:18]1([C@H:24]([N:26]2[CH2:30][C@H:29]3[CH2:31][NH:32][C:33](=[O:34])[C@H:28]3[CH2:27]2)[CH3:25])[CH:23]=[CH:22][CH:21]=[CH:20][CH:19]=1.[O-]P([O-])([O-])=O.[K+].[K+].[K+].CN[C@@H]1CCCC[C@H]1NC. Product: [F:17][C:12]1[CH:13]=[CH:14][CH:15]=[CH:16][C:11]=1[N:6]1[C:7]2[C:3](=[C:2]([N:32]3[CH2:31][C@H:29]4[C@H:28]([CH2:27][N:26]([C@@H:24]([C:18]5[CH:19]=[CH:20][CH:21]=[CH:22][CH:23]=5)[CH3:25])[CH2:30]4)[C:33]3=[O:34])[CH:10]=[CH:9][CH:8]=2)[CH:4]=[N:5]1. The catalyst class is: 185. (6) Reactant: [I-].C[S+](C)(C)=O.[CH3:7]C([O-])(C)C.[K+].[CH2:13]([O:15][C:16](=[O:31])[CH:17]=[C:18]1[CH2:23][CH2:22][N:21]([C:24]([O:26][C:27]([CH3:30])([CH3:29])[CH3:28])=[O:25])[CH2:20][CH2:19]1)[CH3:14]. Product: [CH:17]1([C:16]([O:15][CH2:13][CH3:14])=[O:31])[C:18]2([CH2:23][CH2:22][N:21]([C:24]([O:26][C:27]([CH3:30])([CH3:29])[CH3:28])=[O:25])[CH2:20][CH2:19]2)[CH2:7]1. The catalyst class is: 16. (7) Reactant: [CH3:1][O:2][C:3]1[CH:4]=[C:5]2[C:10](=[CH:11][CH:12]=1)[CH:9]=[N:8][CH2:7][CH:6]2[CH2:13][CH2:14][CH2:15][C:16]([NH:18][CH3:19])=[O:17]. Product: [CH3:1][O:2][C:3]1[CH:4]=[C:5]2[C:10](=[CH:11][CH:12]=1)[CH2:9][NH:8][CH2:7][CH:6]2[CH2:13][CH2:14][CH2:15][C:16]([NH:18][CH3:19])=[O:17]. The catalyst class is: 19. (8) Reactant: [O:1]=[C:2]1[NH:7][C:6]2[CH:8]=[C:9]([C:11]([OH:13])=O)[S:10][C:5]=2[N:4]=[CH:3]1.CN(C(ON1N=NC2C=CC=CC1=2)=[N+](C)C)C.[B-](F)(F)(F)F.CCN(C(C)C)C(C)C.Cl.[NH2:46][C:47]1[CH:48]=[C:49]([NH:54][C:55](=[O:67])[C:56]2[CH:61]=[CH:60][CH:59]=[C:58]([C:62]([C:65]#[N:66])([CH3:64])[CH3:63])[CH:57]=2)[CH:50]=[CH:51][C:52]=1[CH3:53]. Product: [C:65]([C:62]([C:58]1[CH:57]=[C:56]([CH:61]=[CH:60][CH:59]=1)[C:55]([NH:54][C:49]1[CH:50]=[CH:51][C:52]([CH3:53])=[C:47]([NH:46][C:11]([C:9]2[S:10][C:5]3[N:4]=[CH:3][C:2](=[O:1])[NH:7][C:6]=3[CH:8]=2)=[O:13])[CH:48]=1)=[O:67])([CH3:64])[CH3:63])#[N:66]. The catalyst class is: 3. (9) Reactant: [NH:1]1[CH2:6][CH2:5][CH2:4][CH2:3][C@@H:2]1[C:7]1[CH:11]=[C:10]([C:12]2[CH:13]=[C:14]([CH:17]=[CH:18][CH:19]=2)[C:15]#[N:16])[O:9][N:8]=1.[CH3:20][N:21]=[C:22]=[S:23]. Product: [CH3:20][NH:21][C:22]([N:1]1[CH2:6][CH2:5][CH2:4][CH2:3][C@@H:2]1[C:7]1[CH:11]=[C:10]([C:12]2[CH:19]=[CH:18][CH:17]=[C:14]([C:15]#[N:16])[CH:13]=2)[O:9][N:8]=1)=[S:23]. The catalyst class is: 22. (10) Reactant: Cl.[NH2:2][C@@H:3]1[CH2:8][CH2:7][CH2:6][CH2:5][C@H:4]1[OH:9].[C:10]([O:14][C:15]([C:17]1[C:18]([C:37](O)=[O:38])=[N:19][C:20]([C:30]2[CH:35]=[CH:34][C:33]([Cl:36])=[CH:32][CH:31]=2)=[C:21]([C:23]2[CH:28]=[CH:27][C:26]([Cl:29])=[CH:25][CH:24]=2)[N:22]=1)=[O:16])([CH3:13])([CH3:12])[CH3:11].C(N(CC)CC)C.C1CN([P+](ON2N=NC3C=CC=CC2=3)(N2CCCC2)N2CCCC2)CC1.F[P-](F)(F)(F)(F)F. Product: [Cl:36][C:33]1[CH:32]=[CH:31][C:30]([C:20]2[N:19]=[C:18]([C:37]([NH:2][C@@H:3]3[CH2:8][CH2:7][CH2:6][CH2:5][C@H:4]3[OH:9])=[O:38])[C:17]([C:15]([O:14][C:10]([CH3:11])([CH3:13])[CH3:12])=[O:16])=[N:22][C:21]=2[C:23]2[CH:28]=[CH:27][C:26]([Cl:29])=[CH:25][CH:24]=2)=[CH:35][CH:34]=1. The catalyst class is: 2.